Regression. Given a peptide amino acid sequence and an MHC pseudo amino acid sequence, predict their binding affinity value. This is MHC class II binding data. From a dataset of Peptide-MHC class II binding affinity with 134,281 pairs from IEDB. (1) The peptide sequence is KENIKYEVAIFVHGP. The MHC is DRB1_1501 with pseudo-sequence DRB1_1501. The binding affinity (normalized) is 0.900. (2) The peptide sequence is AQMNQAFRNIVNMLH. The MHC is DRB1_1101 with pseudo-sequence DRB1_1101. The binding affinity (normalized) is 0.650.